Dataset: Full USPTO retrosynthesis dataset with 1.9M reactions from patents (1976-2016). Task: Predict the reactants needed to synthesize the given product. Given the product [F:1][C:2]1[CH:3]=[C:4]([CH:8]=[C:9]([F:11])[CH:10]=1)[C:5]([N:16]1[CH2:15][CH2:14][N:13]([CH2:19][CH:20]([N:24]2[CH:28]=[C:27]([C:29]3[C:30]4[CH:37]=[CH:36][NH:35][C:31]=4[N:32]=[CH:33][N:34]=3)[CH:26]=[N:25]2)[CH2:21][C:22]#[N:23])[CH2:18][CH2:17]1)=[O:6], predict the reactants needed to synthesize it. The reactants are: [F:1][C:2]1[CH:3]=[C:4]([CH:8]=[C:9]([F:11])[CH:10]=1)[C:5](Cl)=[O:6].Cl.[N:13]1([CH2:19][CH:20]([N:24]2[CH:28]=[C:27]([C:29]3[C:30]4[CH:37]=[CH:36][N:35](COCC[Si](C)(C)C)[C:31]=4[N:32]=[CH:33][N:34]=3)[CH:26]=[N:25]2)[CH2:21][C:22]#[N:23])[CH2:18][CH2:17][NH:16][CH2:15][CH2:14]1.C(N(CC)CC)C.FC(F)(F)C(O)=O.C(N)CN.